From a dataset of Full USPTO retrosynthesis dataset with 1.9M reactions from patents (1976-2016). Predict the reactants needed to synthesize the given product. Given the product [CH3:1][O:2][C:3]1[CH:4]=[CH:5][C:6]([C:7]([NH:9][C:10]2[N:18]=[CH:17][N:16]=[C:15]3[C:11]=2[N:12]=[CH:13][N:14]3[CH2:34][C:33]([O:32][C:28]([CH3:31])([CH3:30])[CH3:29])=[O:36])=[O:8])=[CH:19][CH:20]=1, predict the reactants needed to synthesize it. The reactants are: [CH3:1][O:2][C:3]1[CH:20]=[CH:19][C:6]([C:7]([NH:9][C:10]2[N:18]=[CH:17][N:16]=[C:15]3[C:11]=2[NH:12][CH:13]=[N:14]3)=[O:8])=[CH:5][CH:4]=1.CN(C=O)C.[H-].[Na+].[C:28]([O:32][C:33](=[O:36])[CH2:34]Br)([CH3:31])([CH3:30])[CH3:29].